Predict the reactants needed to synthesize the given product. From a dataset of Full USPTO retrosynthesis dataset with 1.9M reactions from patents (1976-2016). (1) Given the product [NH2:3][C:4]1[C:13]2[N:14]=[CH:15][N:16]([CH2:17][CH:18]([CH3:20])[CH3:19])[C:12]=2[C:11]2[CH:10]=[C:9]([CH2:21][CH2:22][CH2:23][N:24]3[CH2:28][CH2:27][CH2:26][C:25]3=[O:29])[CH:8]=[CH:7][C:6]=2[N:5]=1, predict the reactants needed to synthesize it. The reactants are: CO.[NH2:3][C:4]1[C:13]2[N:14]=[CH:15][N:16]([CH2:17][CH:18]([CH3:20])[CH3:19])[C:12]=2[C:11]2[CH:10]=[C:9](/[CH:21]=[CH:22]/[CH2:23][N:24]3[CH2:28][CH2:27][CH2:26][C:25]3=[O:29])[CH:8]=[CH:7][C:6]=2[N:5]=1. (2) Given the product [CH2:3]([O:5][C:6]1[CH:7]=[C:8]2[C:13](=[C:14]3[CH2:18][C:17]([CH3:20])([CH3:19])[O:16][C:15]=13)[C:12]([C:21]1[CH:22]=[C:23]([N:27]3[C:41](=[O:42])[CH2:40][NH:37][C:38]3=[O:39])[CH:24]=[CH:25][CH:26]=1)=[N:11][C:10]([CH3:28])([CH3:29])[CH2:9]2)[CH3:4], predict the reactants needed to synthesize it. The reactants are: Cl.Cl.[CH2:3]([O:5][C:6]1[CH:7]=[C:8]2[C:13](=[C:14]3[CH2:18][C:17]([CH3:20])([CH3:19])[O:16][C:15]=13)[C:12]([C:21]1[CH:22]=[C:23]([NH2:27])[CH:24]=[CH:25][CH:26]=1)=[N:11][C:10]([CH3:29])([CH3:28])[CH2:9]2)[CH3:4].C(N(CC)CC)C.[N:37]([CH2:40][C:41](OCC)=[O:42])=[C:38]=[O:39].